From a dataset of Catalyst prediction with 721,799 reactions and 888 catalyst types from USPTO. Predict which catalyst facilitates the given reaction. (1) Reactant: [OH:1][C:2]1[C:10]([O:11][CH3:12])=[CH:9][C:5]([C:6](O)=[O:7])=[CH:4][C:3]=1[N+:13]([O-:15])=[O:14].S(Cl)([Cl:18])=O. Product: [OH:1][C:2]1[C:10]([O:11][CH3:12])=[CH:9][C:5]([C:6]([Cl:18])=[O:7])=[CH:4][C:3]=1[N+:13]([O-:15])=[O:14]. The catalyst class is: 12. (2) Reactant: [CH2:1]([O:8][C:9]1[C:31]([O:32][CH3:33])=[CH:30][C:12]2[CH:13]3[N:18]([CH:19]([CH:21]([CH3:23])[CH3:22])[CH2:20][C:11]=2[CH:10]=1)[CH:17]=[C:16]([C:24]([O:26][CH2:27][CH3:28])=[O:25])[C:15](=[O:29])[CH2:14]3)[C:2]1[CH:7]=[CH:6][CH:5]=[CH:4][CH:3]=1.C1(Cl)C(=O)C(Cl)=C(Cl)C(=O)C=1Cl. Product: [CH2:1]([O:8][C:9]1[C:31]([O:32][CH3:33])=[CH:30][C:12]2[C:13]3[N:18]([CH:19]([CH:21]([CH3:23])[CH3:22])[CH2:20][C:11]=2[CH:10]=1)[CH:17]=[C:16]([C:24]([O:26][CH2:27][CH3:28])=[O:25])[C:15](=[O:29])[CH:14]=3)[C:2]1[CH:7]=[CH:6][CH:5]=[CH:4][CH:3]=1. The catalyst class is: 57. (3) Reactant: [CH:1]([C@@H:3]([NH:12][C:13](=[O:19])[O:14][C:15]([CH3:18])([CH3:17])[CH3:16])[CH2:4][S:5][C:6]1[CH:11]=[CH:10][CH:9]=[CH:8][CH:7]=1)=O.[CH3:20][NH:21][CH3:22].C1COCC1.[BH-](OC(C)=O)(OC(C)=O)OC(C)=O.[Na+]. The catalyst class is: 4. Product: [CH3:20][N:21]([CH3:22])[CH2:1][C@@H:3]([NH:12][C:13](=[O:19])[O:14][C:15]([CH3:18])([CH3:17])[CH3:16])[CH2:4][S:5][C:6]1[CH:11]=[CH:10][CH:9]=[CH:8][CH:7]=1. (4) Reactant: [N+]([CH2:4][C:5]([C:7]1[CH:12]=[CH:11][CH:10]=[CH:9][CH:8]=1)=[O:6])([O-])=O.C([O-])([O-])=O.[K+].[K+].[Cl:19][C:20]1[CH:25]=[CH:24][C:23]([SH:26])=[CH:22][CH:21]=1.O. Product: [Cl:19][C:20]1[CH:25]=[CH:24][C:23]([S:26][C:8]2[CH:9]=[CH:10][CH:11]=[CH:12][C:7]=2[C:5](=[O:6])[CH3:4])=[CH:22][CH:21]=1. The catalyst class is: 3. (5) Reactant: [C:1]([O:12][CH3:13])(=[O:11])[C:2]1[CH:10]=[CH:9][CH:8]=[C:4]([C:5]([O-])=[O:6])[CH:3]=1.Cl.[CH3:15][NH:16][CH3:17].ON1C2C=CC=CC=2N=N1.Cl.C(N=C=NCCCN(C)C)C.CN1CCOCC1. Product: [CH3:15][N:16]([CH3:17])[C:5]([C:4]1[CH:3]=[C:2]([CH:10]=[CH:9][CH:8]=1)[C:1]([O:12][CH3:13])=[O:11])=[O:6]. The catalyst class is: 2. (6) Reactant: [CH2:1]=[CH:2][C:3]1[CH:8]=[CH:7][CH:6]=[CH:5][CH:4]=1.[CH3:9][C:10]([CH2:12][C:13]([CH3:16])([CH3:15])[CH3:14])=[CH2:11].[C:17]([O:21][CH2:22][CH2:23][CH2:24][OH:25])(=[O:20])[CH:18]=[CH2:19].[C:26]([O:31][CH2:32][CH2:33][CH2:34][CH3:35])(=[O:30])[C:27]([CH3:29])=[CH2:28].[C:36]([O:41][CH2:42][CH2:43][OH:44])(=[O:40])[C:37]([CH3:39])=[CH2:38].[C:45]([O:49][CH2:50][CH2:51][CH2:52][CH3:53])(=[O:48])[CH:46]=[CH2:47]. Product: [CH3:11][C:10]([CH2:12][C:13]([CH3:16])([CH3:15])[CH3:14])=[CH2:9].[C:17]([O:21][CH2:22][CH2:23][CH2:24][OH:25])(=[O:20])[CH:18]=[CH2:19].[C:26]([O:31][CH2:32][CH2:33][CH2:34][CH3:35])(=[O:30])[C:27]([CH3:29])=[CH2:28].[CH2:1]=[CH:2][C:3]1[CH:8]=[CH:7][CH:6]=[CH:5][CH:4]=1.[C:36]([O:41][CH2:42][CH2:43][OH:44])(=[O:40])[C:37]([CH3:39])=[CH2:38].[C:45]([O:49][CH2:50][CH2:51][CH2:52][CH3:53])(=[O:48])[CH:46]=[CH2:47]. The catalyst class is: 113. (7) Reactant: [OH-].[Na+].[CH2:3]([O:7][C:8]1[CH:13]=[C:12]([CH2:14][CH2:15][C:16]([O:18]C)=[O:17])[CH:11]=[CH:10][C:9]=1[C:20]1[CH:25]=[CH:24][CH:23]=[C:22]([CH2:26][N:27]([CH3:37])[C:28](=[O:36])[CH2:29][CH2:30][CH2:31][CH2:32][CH2:33][CH2:34][CH3:35])[CH:21]=1)[CH2:4][CH2:5][CH3:6]. Product: [CH2:3]([O:7][C:8]1[CH:13]=[C:12]([CH2:14][CH2:15][C:16]([OH:18])=[O:17])[CH:11]=[CH:10][C:9]=1[C:20]1[CH:25]=[CH:24][CH:23]=[C:22]([CH2:26][N:27]([CH3:37])[C:28](=[O:36])[CH2:29][CH2:30][CH2:31][CH2:32][CH2:33][CH2:34][CH3:35])[CH:21]=1)[CH2:4][CH2:5][CH3:6]. The catalyst class is: 5. (8) Reactant: C([O:4][CH:5]1[CH:10]([N:11]([CH3:13])[CH3:12])[CH2:9][CH:8]([CH3:14])[O:7][CH:6]1[O:15][C:16]1[C:29]2[C:30]3=[C:31]4[C:26](=[CH:27][CH:28]=2)[CH:25]=[CH:24][CH:23]=[C:22]4[CH:21]=[CH:20][C:19]3=[CH:18][CH:17]=1)(=O)C.C([O-])([O-])=O.[K+].[K+]. Product: [CH3:13][N:11]([CH3:12])[CH:10]1[CH2:9][CH:8]([CH3:14])[O:7][CH:6]([O:15][C:16]2[C:29]3[C:30]4=[C:31]5[C:26](=[CH:27][CH:28]=3)[CH:25]=[CH:24][CH:23]=[C:22]5[CH:21]=[CH:20][C:19]4=[CH:18][CH:17]=2)[CH:5]1[OH:4]. The catalyst class is: 5.